This data is from Catalyst prediction with 721,799 reactions and 888 catalyst types from USPTO. The task is: Predict which catalyst facilitates the given reaction. Reactant: CC(OI1(OC(C)=O)(OC(C)=O)OC(=O)C2C=CC=CC1=2)=O.[Cl:23][C:24]1[CH:41]=[CH:40][C:27]([CH2:28][N:29]([CH2:37][CH2:38][OH:39])[C:30](=[O:36])[O:31][C:32]([CH3:35])([CH3:34])[CH3:33])=[CH:26][CH:25]=1.[O-]S([O-])(=S)=O.[Na+].[Na+]. Product: [Cl:23][C:24]1[CH:41]=[CH:40][C:27]([CH2:28][N:29]([CH2:37][CH:38]=[O:39])[C:30](=[O:36])[O:31][C:32]([CH3:35])([CH3:34])[CH3:33])=[CH:26][CH:25]=1. The catalyst class is: 2.